The task is: Regression. Given a target protein amino acid sequence and a drug SMILES string, predict the binding affinity score between them. We predict pIC50 (pIC50 = -log10(IC50 in M); higher means more potent). Dataset: bindingdb_ic50.. This data is from Drug-target binding data from BindingDB using IC50 measurements. (1) The drug is CN1CC[C@@]2(C)c3cc(O)ccc3N(C)C2O1. The target protein (P62136) has sequence MSDSEKLNLDSIIGRLLEVQGSRPGKNVQLTENEIRGLCLKSREIFLSQPILLELEAPLKICGDIHGQYYDLLRLFEYGGFPPESNYLFLGDYVDRGKQSLETICLLLAYKIKYPENFFLLRGNHECASINRIYGFYDECKRRYNIKLWKTFTDCFNCLPIAAIVDEKIFCCHGGLSPDLQSMEQIRRIMRPTDVPDQGLLCDLLWSDPDKDVQGWGENDRGVSFTFGAEVVAKFLHKHDLDLICRAHQVVEDGYEFFAKRQLVTLFSAPNYCGEFDNAGAMMSVDETLMCSFQILKPADKNKGKYGQFSGLNPGGRPITPPRNSAKAKK. The pIC50 is 4.3. (2) The compound is Cc1nc(C)c(-c2nnc3n2C[C@H](C)N(Cc2cccc(C(F)(F)F)c2Cl)C3=O)s1. The target protein (Q64663) has sequence MPACCSWNDVFQYETNKVTRIQSVNYGTIKWILHMTVFSYVSFALMSDKLYQRKEPLISSVHTKVKGVAEVTENVTEGGVTKLVHGIFDTADYTLPLQGNSFFVMTNYLKSEGQEQKLCPEYPSRGKQCHSDQGCIKGWMDPQSKGIQTGRCIPYDQKRKTCEIFAWCPAEEGKEAPRPALLRSAENFTVLIKNNIDFPGHNYTTRNILPGMNISCTFHKTWNPQCPIFRLGDIFQEIGENFTEVAVQGGIMGIEIYWDCNLDSWSHRCQPKYSFRRLDDKYTNESLFPGYNFRYAKYYKENGMEKRTLIKAFGVRFDILVFGTGGKFDIIQLVVYIGSTLSYFGLATVCIDLIINTYASTCCRSRVYPSCKCCEPCAVNEYYYRKKCEPIVEPKPTLKYVSFVDEPHIWMVDQQLLGKSLQDVKGQEVPRPQTDFLELSRLSLSLHHSPPIPGQPEEMQLLQIEAVPRSRDSPDWCQCGNCLPSQLPENRRALEELCCR.... The pIC50 is 5.1.